This data is from Peptide-MHC class II binding affinity with 134,281 pairs from IEDB. The task is: Regression. Given a peptide amino acid sequence and an MHC pseudo amino acid sequence, predict their binding affinity value. This is MHC class II binding data. The peptide sequence is TLTHRLMSPHRVPNYNLF. The MHC is DRB1_0404 with pseudo-sequence DRB1_0404. The binding affinity (normalized) is 0.